The task is: Regression. Given two drug SMILES strings and cell line genomic features, predict the synergy score measuring deviation from expected non-interaction effect.. This data is from NCI-60 drug combinations with 297,098 pairs across 59 cell lines. (1) Drug 1: C1CCC(CC1)NC(=O)N(CCCl)N=O. Drug 2: C1=NC2=C(N1)C(=S)N=C(N2)N. Cell line: HCT-15. Synergy scores: CSS=54.4, Synergy_ZIP=-5.95, Synergy_Bliss=-3.76, Synergy_Loewe=-14.8, Synergy_HSA=-0.718. (2) Drug 1: CCCCC(=O)OCC(=O)C1(CC(C2=C(C1)C(=C3C(=C2O)C(=O)C4=C(C3=O)C=CC=C4OC)O)OC5CC(C(C(O5)C)O)NC(=O)C(F)(F)F)O. Drug 2: CC1C(C(CC(O1)OC2CC(CC3=C2C(=C4C(=C3O)C(=O)C5=C(C4=O)C(=CC=C5)OC)O)(C(=O)CO)O)N)O.Cl. Cell line: MOLT-4. Synergy scores: CSS=48.7, Synergy_ZIP=-0.671, Synergy_Bliss=-0.632, Synergy_Loewe=-5.70, Synergy_HSA=1.30. (3) Drug 1: C1=CC(=CC=C1CCCC(=O)O)N(CCCl)CCCl. Drug 2: CCN(CC)CCNC(=O)C1=C(NC(=C1C)C=C2C3=C(C=CC(=C3)F)NC2=O)C. Cell line: KM12. Synergy scores: CSS=29.7, Synergy_ZIP=-13.9, Synergy_Bliss=-10.0, Synergy_Loewe=-19.7, Synergy_HSA=-6.49. (4) Drug 1: C1=NC(=NC(=O)N1C2C(C(C(O2)CO)O)O)N. Synergy scores: CSS=7.64, Synergy_ZIP=-2.90, Synergy_Bliss=-0.369, Synergy_Loewe=-9.43, Synergy_HSA=-1.62. Cell line: HOP-92. Drug 2: CNC(=O)C1=NC=CC(=C1)OC2=CC=C(C=C2)NC(=O)NC3=CC(=C(C=C3)Cl)C(F)(F)F. (5) Drug 1: C1=CC(=C2C(=C1NCCNCCO)C(=O)C3=C(C=CC(=C3C2=O)O)O)NCCNCCO. Drug 2: CN(CCCl)CCCl.Cl. Cell line: SN12C. Synergy scores: CSS=47.6, Synergy_ZIP=-3.13, Synergy_Bliss=-0.0995, Synergy_Loewe=-3.14, Synergy_HSA=3.40.